Dataset: Full USPTO retrosynthesis dataset with 1.9M reactions from patents (1976-2016). Task: Predict the reactants needed to synthesize the given product. (1) The reactants are: [NH:1]1[C:9]2[C:4](=[CH:5][CH:6]=[C:7]([NH:10][C:11](=[O:27])[C:12]3[CH:17]=[CH:16][CH:15]=[CH:14][C:13]=3[NH:18][CH2:19][C:20]3[CH:25]=[CH:24][C:23](=[O:26])[NH:22][CH:21]=3)[CH:8]=2)[CH:3]=[N:2]1.[NH2:28][C:29]1C=C2C(C=NN2CC#N)=C[CH:30]=1.CN1CCOCC1.F[P-](F)(F)(F)(F)F.N1(OC(N(C)C)=[N+](C)C)C2N=CC=CC=2N=N1. Given the product [C:29]([CH2:30][N:1]1[C:9]2[C:4](=[CH:5][CH:6]=[C:7]([NH:10][C:11](=[O:27])[C:12]3[CH:17]=[CH:16][CH:15]=[CH:14][C:13]=3[NH:18][CH2:19][C:20]3[CH:25]=[CH:24][C:23](=[O:26])[NH:22][CH:21]=3)[CH:8]=2)[CH:3]=[N:2]1)#[N:28], predict the reactants needed to synthesize it. (2) Given the product [CH2:6]([N:7]1[CH2:11][CH2:10][N:9]([C:13]2[S:14][C:15]([C:19]([NH:51][CH2:50][C:46]3[CH:45]=[N:44][CH:49]=[CH:48][CH:47]=3)=[O:21])=[C:16]([CH3:18])[N:17]=2)[C:8]1=[O:22])[CH2:5][CH:23]=[CH2:24], predict the reactants needed to synthesize it. The reactants are: FC1[CH:24]=[CH:23][C:5]([CH2:6][N:7]2[C@@H:11](C)[CH2:10][N:9]([C:13]3[S:14][C:15]([C:19]([OH:21])=O)=[C:16]([CH3:18])[N:17]=3)[C:8]2=[O:22])=CC=1.C(N1CCN(C2SC(C(O)=O)=C(C)N=2)C1=O)CC=C.[N:44]1[CH:49]=[CH:48][CH:47]=[C:46]([CH2:50][NH2:51])[CH:45]=1. (3) Given the product [CH2:1]([O:3][C:4]([C:6]1[CH:9]=[N:21][N:20]([C:17]2[CH:18]=[CH:19][C:14]([C:12]#[N:13])=[CH:15][CH:16]=2)[CH:7]=1)=[O:5])[CH3:2], predict the reactants needed to synthesize it. The reactants are: [CH2:1]([O:3][C:4]([CH:6]([CH:9]=O)[CH:7]=O)=[O:5])[CH3:2].Cl.[C:12]([C:14]1[CH:19]=[CH:18][C:17]([NH:20][NH2:21])=[CH:16][CH:15]=1)#[N:13]. (4) Given the product [CH2:13]([CH:12]1[CH2:11][C:5]2[C:6](=[CH:7][C:8]([O:9][CH3:10])=[C:3]([O:2][CH3:1])[CH:4]=2)[CH:16]=[N:15]1)[CH3:14], predict the reactants needed to synthesize it. The reactants are: [CH3:1][O:2][C:3]1[CH:4]=[C:5]([CH2:11][CH:12]([NH:15][CH:16]=O)[CH2:13][CH3:14])[CH:6]=[CH:7][C:8]=1[O:9][CH3:10].O=P(Cl)(Cl)Cl.N. (5) Given the product [NH2:31][C:5]1[CH:4]=[C:3]([O:2][CH3:1])[CH:8]=[CH:7][C:6]=1[NH:9][CH2:10][CH2:11][N:12]1[CH2:17][CH2:16][N:15]([C:18]2[CH:23]=[CH:22][C:21]([O:24][CH3:25])=[C:20]([C:26]([F:28])([F:27])[F:29])[CH:19]=2)[CH2:14][CH2:13]1, predict the reactants needed to synthesize it. The reactants are: [CH3:1][O:2][C:3]1[CH:8]=[CH:7][C:6]([NH:9][C:10](=O)[CH2:11][N:12]2[CH2:17][CH2:16][N:15]([C:18]3[CH:23]=[CH:22][C:21]([O:24][CH3:25])=[C:20]([C:26]([F:29])([F:28])[F:27])[CH:19]=3)[CH2:14][CH2:13]2)=[C:5]([N+:31]([O-])=O)[CH:4]=1.B.O1CCCC1. (6) Given the product [CH3:1][O:2][C:3](=[O:30])[CH2:4][O:5][C:6]1[CH:15]=[CH:14][C:13]([Cl:16])=[C:12]2[C:7]=1[C:8]([O:29][CH:32]([F:34])[F:33])=[C:9]([CH2:19][C:20]1[CH:25]=[CH:24][C:23]([C:26]#[N:27])=[CH:22][C:21]=1[Cl:28])[C:10]([CH2:17][CH3:18])=[N:11]2, predict the reactants needed to synthesize it. The reactants are: [CH3:1][O:2][C:3](=[O:30])[CH2:4][O:5][C:6]1[CH:15]=[CH:14][C:13]([Cl:16])=[C:12]2[C:7]=1[C:8]([OH:29])=[C:9]([CH2:19][C:20]1[CH:25]=[CH:24][C:23]([C:26]#[N:27])=[CH:22][C:21]=1[Cl:28])[C:10]([CH2:17][CH3:18])=[N:11]2.Cl[CH:32]([F:34])[F:33]. (7) Given the product [Br:10][C:9]1[CH:8]=[CH:7][C:4]([C:5]#[N:6])=[CH:3][C:2]=1[NH:1][S:11]([CH3:14])(=[O:13])=[O:12], predict the reactants needed to synthesize it. The reactants are: [NH2:1][C:2]1[CH:3]=[C:4]([CH:7]=[CH:8][C:9]=1[Br:10])[C:5]#[N:6].[S:11](Cl)([CH3:14])(=[O:13])=[O:12].[H-].[Na+].[Cl-].[NH4+]. (8) Given the product [F:24][CH:25]([C:31]([NH:17][C:11]1[CH:12]=[CH:13][C:14]([CH3:16])=[C:15]2[C:10]=1[CH:9]=[C:8]([CH3:18])[N:7]2[CH2:6][C:5]1[CH:19]=[CH:20][C:2]([OH:1])=[C:3]([CH:21]([CH3:23])[CH3:22])[CH:4]=1)=[O:32])[C:26]([O:28][CH2:29][CH3:30])=[O:27], predict the reactants needed to synthesize it. The reactants are: [OH:1][C:2]1[CH:20]=[CH:19][C:5]([CH2:6][N:7]2[C:15]3[C:10](=[C:11]([NH2:17])[CH:12]=[CH:13][C:14]=3[CH3:16])[CH:9]=[C:8]2[CH3:18])=[CH:4][C:3]=1[CH:21]([CH3:23])[CH3:22].[F:24][CH:25]([C:31](OCC)=[O:32])[C:26]([O:28][CH2:29][CH3:30])=[O:27].